This data is from Reaction yield outcomes from USPTO patents with 853,638 reactions. The task is: Predict the reaction yield, written as a fraction of the theoretical maximum amount of product (1.0 means a 100% yield; for example, 0.34 means a 34% yield). (1) The reactants are [CH2:1]([O:8][C:9](=[O:50])[NH:10][C:11]1([C:14](=[O:49])[NH:15][C@H:16]([C:26](=[O:48])[NH:27][C@@H:28]([CH2:41][C:42]2[CH:47]=[CH:46][CH:45]=[CH:44][CH:43]=2)[CH:29]([C:31](=[O:40])[NH:32][CH2:33][C:34]2[CH:39]=[CH:38][CH:37]=[CH:36][CH:35]=2)[OH:30])[CH2:17][C:18]2[CH:23]=[CH:22][C:21]([O:24][CH3:25])=[CH:20][CH:19]=2)[CH2:13][CH2:12]1)[C:2]1[CH:7]=[CH:6][CH:5]=[CH:4][CH:3]=1.CC(OI1(OC(C)=O)(OC(C)=O)OC(=O)C2C=CC=CC1=2)=O.[O-]S([O-])(=S)=O.[Na+].[Na+].C([O-])(O)=O.[Na+]. The catalyst is C(Cl)Cl.O. The product is [CH2:1]([O:8][C:9](=[O:50])[NH:10][C:11]1([C:14](=[O:49])[NH:15][C@H:16]([C:26](=[O:48])[NH:27][C@@H:28]([CH2:41][C:42]2[CH:47]=[CH:46][CH:45]=[CH:44][CH:43]=2)[C:29]([C:31](=[O:40])[NH:32][CH2:33][C:34]2[CH:35]=[CH:36][CH:37]=[CH:38][CH:39]=2)=[O:30])[CH2:17][C:18]2[CH:23]=[CH:22][C:21]([O:24][CH3:25])=[CH:20][CH:19]=2)[CH2:12][CH2:13]1)[C:2]1[CH:3]=[CH:4][CH:5]=[CH:6][CH:7]=1. The yield is 0.750. (2) The reactants are I[C:2]1[CH:8]=[C:7]([N+:9]([O-:11])=[O:10])[CH:6]=[CH:5][C:3]=1[NH2:4].[C:12]([C:14]1[CH:19]=[CH:18][CH:17]=[CH:16][N:15]=1)#[CH:13]. The catalyst is CN(C=O)C.CCN(CC)CC.O.Cl[Pd](Cl)([P](C1C=CC=CC=1)(C1C=CC=CC=1)C1C=CC=CC=1)[P](C1C=CC=CC=1)(C1C=CC=CC=1)C1C=CC=CC=1.[Cu]I. The product is [N+:9]([C:7]1[CH:6]=[CH:5][C:3]([NH2:4])=[C:2]([C:13]#[C:12][C:14]2[CH:19]=[CH:18][CH:17]=[CH:16][N:15]=2)[CH:8]=1)([O-:11])=[O:10]. The yield is 0.600. (3) The yield is 0.339. No catalyst specified. The reactants are [CH3:1][N:2]1[CH2:7][CH2:6][CH2:5][CH2:4][CH2:3]1.C1(=O)[CH2:13][CH2:12][C:11](=[O:14])[CH2:10][CH2:9]1.[CH2:16](O)C. The product is [OH:14][C:11]1[CH:12]=[CH:13][C:1]([N:2]2[CH2:7][CH2:6][CH:5]([CH3:16])[CH2:4][CH2:3]2)=[CH:9][CH:10]=1. (4) The reactants are [O:1]1[CH2:6][CH2:5][CH2:4][CH2:3][CH:2]1[N:7]1[C:15]2[C:10](=[CH:11][C:12]([C:16]3[N:20]=[CH:19][N:18]([C:21]([C:34]4[CH:39]=[CH:38][CH:37]=[CH:36][CH:35]=4)([C:28]4[CH:33]=[CH:32][CH:31]=[CH:30][CH:29]=4)[C:22]4[CH:27]=[CH:26][CH:25]=[CH:24][CH:23]=4)[N:17]=3)=[CH:13][CH:14]=2)[C:9]([C:40]2[CH:41]=[C:42]([NH2:46])[CH:43]=[CH:44][CH:45]=2)=[N:8]1.[C:47]1([CH2:53][C:54](Cl)=[O:55])[CH:52]=[CH:51][CH:50]=[CH:49][CH:48]=1.C(N(CC)CC)C. The catalyst is O1CCCC1. The product is [O:1]1[CH2:6][CH2:5][CH2:4][CH2:3][CH:2]1[N:7]1[C:15]2[C:10](=[CH:11][C:12]([C:16]3[N:20]=[CH:19][N:18]([C:21]([C:28]4[CH:33]=[CH:32][CH:31]=[CH:30][CH:29]=4)([C:22]4[CH:27]=[CH:26][CH:25]=[CH:24][CH:23]=4)[C:34]4[CH:35]=[CH:36][CH:37]=[CH:38][CH:39]=4)[N:17]=3)=[CH:13][CH:14]=2)[C:9]([C:40]2[CH:41]=[C:42]([NH:46][C:54](=[O:55])[CH2:53][C:47]3[CH:52]=[CH:51][CH:50]=[CH:49][CH:48]=3)[CH:43]=[CH:44][CH:45]=2)=[N:8]1. The yield is 0.990. (5) The yield is 0.780. The product is [F:1][C:2]1[CH:3]=[C:4]2[C:8](=[CH:9][CH:10]=1)[NH:7][C:6](=[O:11])[C:5]2=[CH:12][C:13]1[CH:14]=[C:15]([CH:27]=[CH:28][CH:29]=1)[C:16]([NH:18][CH2:19][CH2:20][CH2:21][CH2:22][CH2:23][C:24]([NH:48][C:47]1[CH:46]=[CH:45][CH:44]=[CH:43][C:51]=1[NH2:50])=[O:25])=[O:17]. The reactants are [F:1][C:2]1[CH:3]=[C:4]2[C:8](=[CH:9][CH:10]=1)[NH:7][C:6](=[O:11])[C:5]2=[CH:12][C:13]1[CH:14]=[C:15]([CH:27]=[CH:28][CH:29]=1)[C:16]([NH:18][CH2:19][CH2:20][CH2:21][CH2:22][CH2:23][C:24](O)=[O:25])=[O:17].Cl.C(N=C=NCCCN(C)C)C.O[C:43]1[C:51]2[N:50]=N[NH:48][C:47]=2[CH:46]=[CH:45][CH:44]=1.C(N(CC)CC)C.C1(N)C=CC=CC=1N. The catalyst is [Cl-].[Na+].O.CN(C=O)C. (6) The reactants are [Cl:1][C:2]1[CH:3]=[C:4]([C:10]2([C:26]([F:29])([F:28])[F:27])[CH2:14][CH2:13][N:12]([C:15]3[S:16][C:17]([CH2:24][NH2:25])=[C:18]([C:20]([F:23])([F:22])[F:21])[N:19]=3)[CH2:11]2)[CH:5]=[C:6]([Cl:9])[C:7]=1[Cl:8].C(N(CC)CC)C.[C:37](O)(=[O:40])[CH2:38][CH3:39]. The catalyst is ClCCl. The product is [Cl:1][C:2]1[CH:3]=[C:4]([C:10]2([C:26]([F:29])([F:27])[F:28])[CH2:14][CH2:13][N:12]([C:15]3[S:16][C:17]([CH2:24][NH:25][C:37](=[O:40])[CH2:38][CH3:39])=[C:18]([C:20]([F:23])([F:22])[F:21])[N:19]=3)[CH2:11]2)[CH:5]=[C:6]([Cl:9])[C:7]=1[Cl:8]. The yield is 0.900. (7) The reactants are [N+:1]([O-:4])(O)=[O:2].[CH3:5][C:6]1[CH:7]=[N:8][CH:9]=[CH:10][C:11]=1[O:12][CH3:13].C(=O)([O-])[O-].[K+].[K+]. The catalyst is S(=O)(=O)(O)O. The product is [CH3:5][C:6]1[CH:7]=[N:8][CH:9]=[C:10]([N+:1]([O-:4])=[O:2])[C:11]=1[O:12][CH3:13]. The yield is 0.300.